From a dataset of Forward reaction prediction with 1.9M reactions from USPTO patents (1976-2016). Predict the product of the given reaction. Given the reactants [N:1]1([S:5]([NH2:8])(=[O:7])=[O:6])[CH2:4][CH2:3][CH2:2]1.C1(P(C2CCCCC2)C2C=CC=CC=2C2C(C(C)C)=CC(C(C)C)=CC=2C(C)C)CCCCC1.C(=O)([O-])[O-].[Cs+].[Cs+].Cl[C:50]1[CH:55]=[C:54]([O:56][CH:57]([CH3:59])[CH3:58])[N:53]=[C:52]([S:60][CH2:61][C:62]2[CH:67]=[CH:66][CH:65]=[C:64]([F:68])[C:63]=2[F:69])[N:51]=1, predict the reaction product. The product is: [F:69][C:63]1[C:64]([F:68])=[CH:65][CH:66]=[CH:67][C:62]=1[CH2:61][S:60][C:52]1[N:51]=[C:50]([NH:8][S:5]([N:1]2[CH2:4][CH2:3][CH2:2]2)(=[O:7])=[O:6])[CH:55]=[C:54]([O:56][CH:57]([CH3:59])[CH3:58])[N:53]=1.